This data is from Reaction yield outcomes from USPTO patents with 853,638 reactions. The task is: Predict the reaction yield, written as a fraction of the theoretical maximum amount of product (1.0 means a 100% yield; for example, 0.34 means a 34% yield). (1) The reactants are Br[C:2]1[CH:3]=[CH:4][C:5]([O:8][C:9]2[CH:14]=[CH:13][C:12]([F:15])=[CH:11][CH:10]=2)=[N:6][CH:7]=1.[O:16]1CCC[CH2:17]1.C([Li])CCC.CN(C)C=O. The catalyst is O. The product is [F:15][C:12]1[CH:13]=[CH:14][C:9]([O:8][C:5]2[N:6]=[CH:7][C:2]([CH:17]=[O:16])=[CH:3][CH:4]=2)=[CH:10][CH:11]=1. The yield is 0.360. (2) The reactants are [BH4-].[Na+].[CH3:3][C:4]1[CH:5]=[C:6](/[CH:11]=[C:12](\[C:15]2[CH:20]=[CH:19][CH:18]=[C:17]([O:21][CH3:22])[CH:16]=2)/[C:13]#[N:14])[CH:7]=[CH:8][C:9]=1[CH3:10]. The catalyst is CCO. The product is [CH3:3][C:4]1[CH:5]=[C:6]([CH2:11][CH:12]([C:15]2[CH:20]=[CH:19][CH:18]=[C:17]([O:21][CH3:22])[CH:16]=2)[C:13]#[N:14])[CH:7]=[CH:8][C:9]=1[CH3:10]. The yield is 0.960. (3) The reactants are FC1C=CC(NC(=O)NC2C=CC(C3C=C4C(=CC=3)C(=O)N([C@@H](C(C)C)C(O)=O)C4)=CC=2)=CC=1.[CH3:35][O:36][C:37]1[CH:38]=[C:39]([NH:43][C:44](=[O:70])[NH:45][C:46]2[CH:51]=[CH:50][C:49]([C:52]3[CH:53]=[C:54]4[C:58](=[CH:59][CH:60]=3)[C:57](=[O:61])[N:56]([C@@H:62]([CH:67]([CH3:69])[CH3:68])[C:63]([O:65]C)=[O:64])[CH2:55]4)=[CH:48][CH:47]=2)[CH:40]=[CH:41][CH:42]=1. No catalyst specified. The product is [CH3:35][O:36][C:37]1[CH:38]=[C:39]([NH:43][C:44](=[O:70])[NH:45][C:46]2[CH:47]=[CH:48][C:49]([C:52]3[CH:53]=[C:54]4[C:58](=[CH:59][CH:60]=3)[C:57](=[O:61])[N:56]([C@@H:62]([CH:67]([CH3:68])[CH3:69])[C:63]([OH:65])=[O:64])[CH2:55]4)=[CH:50][CH:51]=2)[CH:40]=[CH:41][CH:42]=1. The yield is 0.860. (4) The reactants are [F:1][C:2]([F:12])([F:11])[C:3]1[C:7]([CH2:8][CH2:9][OH:10])=[CH:6][NH:5][N:4]=1.Cl[CH2:14][C:15]1[NH:16][C:17](=[O:25])[C:18]2[CH:23]=[C:22]([CH3:24])[S:21][C:19]=2[N:20]=1.CC(C)([O-])C.[K+]. The catalyst is C1COCC1. The product is [OH:10][CH2:9][CH2:8][C:7]1[C:3]([C:2]([F:1])([F:11])[F:12])=[N:4][N:5]([CH2:14][C:15]2[NH:16][C:17](=[O:25])[C:18]3[CH:23]=[C:22]([CH3:24])[S:21][C:19]=3[N:20]=2)[CH:6]=1. The yield is 0.320. (5) The reactants are [CH2:1]([S:8][C:9]1[C:10](=[O:17])[N:11]([CH2:15][CH3:16])[CH:12]=[CH:13][N:14]=1)[C:2]1[CH:7]=[CH:6][CH:5]=[CH:4][CH:3]=1.[Na].S([O-])(O[O-])(=O)=[O:20].[K+].[K+].[OH2:27]. The catalyst is O1CCCC1. The product is [CH2:1]([S:8]([C:9]1[C:10](=[O:17])[N:11]([CH2:15][CH3:16])[CH:12]=[CH:13][N:14]=1)(=[O:20])=[O:27])[C:2]1[CH:7]=[CH:6][CH:5]=[CH:4][CH:3]=1. The yield is 0.520.